From a dataset of Forward reaction prediction with 1.9M reactions from USPTO patents (1976-2016). Predict the product of the given reaction. (1) Given the reactants [Cl:1][C:2]1[CH:7]=[C:6]([F:8])[CH:5]=[CH:4][C:3]=1[CH2:9][NH:10][C:11](=[O:18])[CH2:12][C:13]1[CH:14]=[N:15][NH:16][CH:17]=1.C(=O)([O-])[O-].[K+].[K+].CNCCNC.Br[C:32]1[CH:37]=[CH:36][CH:35]=[C:34]([O:38][CH2:39][CH3:40])[N:33]=1, predict the reaction product. The product is: [Cl:1][C:2]1[CH:7]=[C:6]([F:8])[CH:5]=[CH:4][C:3]=1[CH2:9][NH:10][C:11](=[O:18])[CH2:12][C:13]1[CH:17]=[N:16][N:15]([C:32]2[CH:37]=[CH:36][CH:35]=[C:34]([O:38][CH2:39][CH3:40])[N:33]=2)[CH:14]=1. (2) Given the reactants Cl.[CH3:2][O:3][C:4](=[O:13])[C:5]1[CH:10]=[CH:9][C:8]([CH2:11][NH2:12])=[CH:7][CH:6]=1.[C:14]([BH3-])#N.[Na+].[C:18](O)(=O)[CH3:19].[CH:22](=O)[CH2:23][CH3:24], predict the reaction product. The product is: [CH2:22]([N:12]([CH2:11][C:8]1[CH:9]=[CH:10][C:5]([C:4]([O:3][CH3:2])=[O:13])=[CH:6][CH:7]=1)[CH2:14][CH2:18][CH3:19])[CH2:23][CH3:24]. (3) The product is: [Cl:1][C:2]1[N:7]=[C:6]([NH:10][CH3:9])[CH:5]=[CH:4][N:3]=1.[Cl:8][C:6]1[CH:5]=[CH:4][N:3]=[C:2]([NH:10][CH3:9])[N:7]=1. Given the reactants [Cl:1][C:2]1[N:7]=[C:6]([Cl:8])[CH:5]=[CH:4][N:3]=1.[CH3:9][NH2:10].C([O-])(O)=O.[Na+], predict the reaction product. (4) The product is: [Cl:11][C:12]1[CH:18]=[C:17]([N+:19]([O-:21])=[O:20])[CH:16]=[C:15]([CH3:22])[C:13]=1[C:2]#[N:3]. Given the reactants [Cu][C:2]#[N:3].C(ON=O)(C)(C)C.[Cl:11][C:12]1[CH:18]=[C:17]([N+:19]([O-:21])=[O:20])[CH:16]=[C:15]([CH3:22])[C:13]=1N, predict the reaction product. (5) Given the reactants [CH3:1][C:2]1([C:5]([OH:7])=O)[CH2:4][CH2:3]1.[CH3:8][NH:9][CH2:10][C:11]1[S:12][CH:13]=[CH:14][CH:15]=1.C(N(CC)CC)C.CCN=C=NCCCN(C)C, predict the reaction product. The product is: [CH3:8][N:9]([CH2:10][C:11]1[S:12][CH:13]=[CH:14][CH:15]=1)[C:5]([C:2]1([CH3:1])[CH2:4][CH2:3]1)=[O:7]. (6) Given the reactants [H-].[Na+].[O:3]1[CH2:7][CH2:6][C@@H:5]([OH:8])[CH2:4]1.Cl[C:10]1[N:15]=[C:14]([NH2:16])[CH:13]=[CH:12][N:11]=1.[NH4+].[Cl-], predict the reaction product. The product is: [O:3]1[CH2:7][CH2:6][C@@H:5]([O:8][C:10]2[N:15]=[C:14]([NH2:16])[CH:13]=[CH:12][N:11]=2)[CH2:4]1.